This data is from Catalyst prediction with 721,799 reactions and 888 catalyst types from USPTO. The task is: Predict which catalyst facilitates the given reaction. (1) Reactant: [F:1][CH2:2][C@@H:3]1[C@@H:7]([C:8]2[CH:13]=[CH:12][C:11]([C:14]3[O:18][N:17]=[C:16]([CH2:19]OS(C)(=O)=O)[CH:15]=3)=[CH:10][CH:9]=2)[O:6][C:5]([CH3:26])([CH3:25])[N:4]1[C:27]([O:29][C:30]([CH3:33])([CH3:32])[CH3:31])=[O:28].[OH-].[NH4+:35]. Product: [NH2:35][CH2:19][C:16]1[CH:15]=[C:14]([C:11]2[CH:10]=[CH:9][C:8]([C@H:7]3[O:6][C:5]([CH3:26])([CH3:25])[N:4]([C:27]([O:29][C:30]([CH3:32])([CH3:31])[CH3:33])=[O:28])[C@@H:3]3[CH2:2][F:1])=[CH:13][CH:12]=2)[O:18][N:17]=1. The catalyst class is: 12. (2) The catalyst class is: 25. Reactant: [NH2:1][C:2]1[CH:7]=[CH:6][C:5]([OH:8])=[CH:4][CH:3]=1.[CH3:9][O:10][C:11](=[O:19])[C:12](=[CH2:18])[CH2:13][C:14](OC)=[O:15]. Product: [CH3:9][O:10][C:11]([CH:12]1[CH2:13][C:14](=[O:15])[N:1]([C:2]2[CH:7]=[CH:6][C:5]([OH:8])=[CH:4][CH:3]=2)[CH2:18]1)=[O:19]. (3) Reactant: [CH3:1][O:2][C:3]1[CH:15]=[CH:14][C:6]([CH2:7][NH:8][C:9]2[S:10][CH:11]=[CH:12][N:13]=2)=[CH:5][CH:4]=1.C[Si]([N-][Si](C)(C)C)(C)C.[Li+].[Cl:26][C:27]1[C:36]2[C:31](=[CH:32][C:33]([S:37](OC3C(F)=C(F)C(F)=C(F)C=3F)(=[O:39])=[O:38])=[CH:34][CH:35]=2)[N:30]=[CH:29][CH:28]=1. Product: [Cl:26][C:27]1[C:36]2[C:31](=[CH:32][C:33]([S:37]([N:8]([CH2:7][C:6]3[CH:5]=[CH:4][C:3]([O:2][CH3:1])=[CH:15][CH:14]=3)[C:9]3[S:10][CH:11]=[CH:12][N:13]=3)(=[O:38])=[O:39])=[CH:34][CH:35]=2)[N:30]=[CH:29][CH:28]=1. The catalyst class is: 1. (4) Reactant: [CH2:1]([O:8][CH2:9][CH2:10][CH2:11][CH2:12][CH2:13][C:14]1[O:18][N:17]=[C:16]([C:19]([OH:21])=O)[CH:15]=1)[C:2]1[CH:7]=[CH:6][CH:5]=[CH:4][CH:3]=1.OCCCCCC1ON=C(C(O)=O)C=1.Cl.[O:37]1[CH2:41][CH2:40][CH:39]([CH2:42][NH2:43])[CH2:38]1.C(N(CC)CC)C.ON1C2C=CC=CC=2N=N1.Cl.C(N=C=NCCCN(C)C)C. Product: [O:37]1[CH2:41][CH2:40][CH:39]([CH2:42][NH:43][C:19]([C:16]2[CH:15]=[C:14]([CH2:13][CH2:12][CH2:11][CH2:10][CH2:9][O:8][CH2:1][C:2]3[CH:3]=[CH:4][CH:5]=[CH:6][CH:7]=3)[O:18][N:17]=2)=[O:21])[CH2:38]1. The catalyst class is: 22. (5) The catalyst class is: 5. Reactant: Cl.[CH:2]1([C:6]2[CH:11]=[CH:10][CH:9]=[CH:8][C:7]=2[O:12]COC)[CH2:5][CH2:4][CH2:3]1.CCOC(C)=O. Product: [CH:2]1([C:6]2[CH:11]=[CH:10][CH:9]=[CH:8][C:7]=2[OH:12])[CH2:3][CH2:4][CH2:5]1. (6) Reactant: C1(P(C2C=CC=CC=2)C2C=CC=CC=2)C=CC=CC=1.CC(OC(/N=N/C(OC(C)(C)C)=O)=O)(C)C.[OH:36][CH:37]1[CH2:42][CH2:41][N:40]([CH3:43])[CH2:39][CH2:38]1.O[C:45]1[CH:46]=[CH:47][CH:48]=[C:49]2[C:54]=1[N:53]=[C:52]([NH:55][C:56]1[CH:57]=[C:58]([S:62]([NH2:65])(=[O:64])=[O:63])[CH:59]=[CH:60][CH:61]=1)[N:51]=[CH:50]2. Product: [CH3:43][N:40]1[CH2:41][CH2:42][CH:37]([O:36][C:45]2[CH:46]=[CH:47][CH:48]=[C:49]3[C:54]=2[N:53]=[C:52]([NH:55][C:56]2[CH:57]=[C:58]([S:62]([NH2:65])(=[O:64])=[O:63])[CH:59]=[CH:60][CH:61]=2)[N:51]=[CH:50]3)[CH2:38][CH2:39]1. The catalyst class is: 1. (7) Reactant: [CH3:1][P:2](=[O:7])([O:5][CH3:6])[O:3][CH3:4].C([Li])CCC.O=C1CCC(=O)N1[O:20][C:21](=O)[CH2:22][CH2:23][CH2:24][CH2:25][CH2:26][NH:27][C:28]([O:30][C:31]([CH3:34])([CH3:33])[CH3:32])=[O:29]. Product: [CH3:4][O:3][P:2]([CH2:1][C:21](=[O:20])[CH2:22][CH2:23][CH2:24][CH2:25][CH2:26][NH:27][C:28]([O:30][C:31]([CH3:33])([CH3:32])[CH3:34])=[O:29])(=[O:7])[O:5][CH3:6]. The catalyst class is: 1. (8) Reactant: C(O)(=O)[C:2]1[CH:7]=[CH:6][CH:5]=[CH:4][CH:3]=1.[C:10](=[O:13])([O-])[O-].[K+].[K+].[N+:16]([CH2:18][C:19]([O:21][CH3:22])=[O:20])#[C-:17].[CH:23]1C=CC(P(N=[N+]=[N-])(C2C=CC=CC=2)=O)=CC=1.C1(C)C=CC=CC=1.CCO[C:50]([CH3:52])=O. Product: [CH3:22][O:21][C:19]([C:18]1[N:16]=[C:17]([CH3:23])[O:13][C:10]=1[C:7]1[CH:2]=[CH:3][C:4]([CH3:5])=[C:50]([CH3:52])[CH:6]=1)=[O:20]. The catalyst class is: 3.